This data is from Catalyst prediction with 721,799 reactions and 888 catalyst types from USPTO. The task is: Predict which catalyst facilitates the given reaction. (1) Reactant: C([O:5][C:6](=[O:38])[CH2:7][NH:8][C:9]1[N:14]=[C:13]([NH:15][CH:16]2[CH2:21][CH2:20][N:19]([CH2:22][C:23]3[CH:28]=[C:27]([O:29][CH2:30][CH3:31])[C:26]([F:32])=[C:25]([O:33][CH2:34][CH3:35])[CH:24]=3)[CH2:18][CH2:17]2)[N:12]=[C:11]([O:36][CH3:37])[N:10]=1)(C)(C)C.[Li+].[OH-].O.Cl. Product: [CH2:34]([O:33][C:25]1[CH:24]=[C:23]([CH:28]=[C:27]([O:29][CH2:30][CH3:31])[C:26]=1[F:32])[CH2:22][N:19]1[CH2:20][CH2:21][CH:16]([NH:15][C:13]2[N:12]=[C:11]([O:36][CH3:37])[N:10]=[C:9]([NH:8][CH2:7][C:6]([OH:38])=[O:5])[N:14]=2)[CH2:17][CH2:18]1)[CH3:35]. The catalyst class is: 36. (2) Reactant: C(=O)([O-])[O-].[K+].[K+].[I-].[K+].[Cl:9][C:10]1[C:11]([CH3:17])=[CH:12][C:13]([OH:16])=[CH:14][CH:15]=1.[CH3:18][N:19]([CH3:36])[C:20]([O:22][C:23]1[CH:24]=[C:25]2[C:30](=[CH:31][CH:32]=1)[C@@H:29]([CH2:33][CH2:34]Br)[NH:28][CH2:27][CH2:26]2)=[O:21].[F:37][C:38]([F:43])([F:42])[C:39]([NH2:41])=[O:40]. Product: [F:37][C:38]([F:43])([F:42])[C:39]([NH2:41])=[O:40].[CH3:18][N:19]([CH3:36])[C:20]([O:22][C:23]1[CH:24]=[C:25]2[C:30](=[CH:31][CH:32]=1)[C@@H:29]([CH2:33][CH2:34][O:16][C:13]1[CH:14]=[CH:15][C:10]([Cl:9])=[C:11]([CH3:17])[CH:12]=1)[NH:28][CH2:27][CH2:26]2)=[O:21]. The catalyst class is: 35.